This data is from Catalyst prediction with 721,799 reactions and 888 catalyst types from USPTO. The task is: Predict which catalyst facilitates the given reaction. (1) Reactant: Br[C:2]1[CH:3]=[C:4]([CH:28]=[CH:29][CH:30]=1)[CH2:5][N:6]1[C:10]([CH3:11])=[CH:9][C:8]([C:12]2[O:16][N:15]=[C:14]([C:17]3[CH:22]=[CH:21][C:20]([S:23][C:24]([F:27])([F:26])[F:25])=[CH:19][CH:18]=3)[N:13]=2)=[N:7]1.[Si]([O:48][CH:49]1[CH2:54][CH2:53][NH:52][CH2:51][CH2:50]1)(C(C)(C)C)(C1C=CC=CC=1)C1C=CC=CC=1.C1(P(C2CCCCC2)C2C=CC=CC=2C2C(C(C)C)=CC(C(C)C)=CC=2C(C)C)CCCCC1.CC(C)([O-])C.[Na+]. Product: [CH3:11][C:10]1[N:6]([CH2:5][C:4]2[CH:3]=[C:2]([N:52]3[CH2:53][CH2:54][CH:49]([OH:48])[CH2:50][CH2:51]3)[CH:30]=[CH:29][CH:28]=2)[N:7]=[C:8]([C:12]2[O:16][N:15]=[C:14]([C:17]3[CH:22]=[CH:21][C:20]([S:23][C:24]([F:27])([F:26])[F:25])=[CH:19][CH:18]=3)[N:13]=2)[CH:9]=1. The catalyst class is: 491. (2) Reactant: [F:1][C:2]([F:16])([F:15])[C:3]1[CH:4]=[CH:5][C:6]2[O:10][C:9]([C:11]([OH:13])=[O:12])=[CH:8][C:7]=2[CH:14]=1.[C:17](=O)([O-])[O-].[K+].[K+].CI.Cl. Product: [F:16][C:2]([F:15])([F:1])[C:3]1[CH:4]=[CH:5][C:6]2[O:10][C:9]([C:11]([O:13][CH3:17])=[O:12])=[CH:8][C:7]=2[CH:14]=1. The catalyst class is: 3. (3) The catalyst class is: 46. Reactant: [C:1]([O:5][C:6](=[O:24])[CH2:7][C:8]1[CH:9]=[N:10][C:11]([NH:17][C:18](=[O:23])[C:19]([CH3:22])([CH3:21])[CH3:20])=[CH:12][C:13]=1[CH2:14][CH2:15]O)([CH3:4])([CH3:3])[CH3:2].N1C=CN=C1.C1(P(C2C=CC=CC=2)C2C=CC=CC=2)C=CC=CC=1.C(Br)(Br)(Br)[Br:50]. Product: [C:1]([O:5][C:6](=[O:24])[CH2:7][C:8]1[CH:9]=[N:10][C:11]([NH:17][C:18](=[O:23])[C:19]([CH3:22])([CH3:21])[CH3:20])=[CH:12][C:13]=1[CH2:14][CH2:15][Br:50])([CH3:4])([CH3:3])[CH3:2].